From a dataset of Forward reaction prediction with 1.9M reactions from USPTO patents (1976-2016). Predict the product of the given reaction. (1) Given the reactants [CH3:1][O:2][C:3]1[C:8]2[C:9]([C:31]3[CH:32]=[N:33][NH:34][CH:35]=3)=[N:10][N:11](C(C3C=CC=CC=3)(C3C=CC=CC=3)C3C=CC=CC=3)[C:7]=2[CH:6]=[CH:5][N:4]=1.Br[CH2:37][CH:38]1[CH2:40][C:39]1([F:42])[F:41], predict the reaction product. The product is: [F:41][C:39]1([F:42])[CH2:40][CH:38]1[CH2:37][N:34]1[CH:35]=[C:31]([C:9]2[C:8]3[C:3]([O:2][CH3:1])=[N:4][CH:5]=[CH:6][C:7]=3[NH:11][N:10]=2)[CH:32]=[N:33]1. (2) Given the reactants C([N:14]1[CH2:17][CH:16]([O:18][C:19]2[CH:24]=[C:23]([CH2:25][NH:26][C:27]3[N:45]=[CH:44][CH:43]=[CH:42][C:28]=3[C:29]([NH:31][C:32]3[CH:37]=[CH:36][C:35]([C:38]([CH3:41])([CH3:40])[CH3:39])=[CH:34][CH:33]=3)=[O:30])[CH:22]=[CH:21][N:20]=2)[CH2:15]1)(C1C=CC=CC=1)C1C=CC=CC=1.[SiH](CC)(CC)CC.C(O)(C(F)(F)F)=O, predict the reaction product. The product is: [NH:14]1[CH2:15][CH:16]([O:18][C:19]2[CH:24]=[C:23]([CH2:25][NH:26][C:27]3[N:45]=[CH:44][CH:43]=[CH:42][C:28]=3[C:29]([NH:31][C:32]3[CH:37]=[CH:36][C:35]([C:38]([CH3:41])([CH3:40])[CH3:39])=[CH:34][CH:33]=3)=[O:30])[CH:22]=[CH:21][N:20]=2)[CH2:17]1.